From a dataset of Reaction yield outcomes from USPTO patents with 853,638 reactions. Predict the reaction yield, written as a fraction of the theoretical maximum amount of product (1.0 means a 100% yield; for example, 0.34 means a 34% yield). (1) The product is [C:1]([C:4]1[N:5]([CH2:22][C:23]2[CH:31]=[CH:30][C:26]([C:27]([N:35]([O:34][CH3:33])[CH3:36])=[O:29])=[CH:25][CH:24]=2)[C:6](=[O:21])[C:7]2[C:12]([C:13]=1[C:14]1[CH:15]=[CH:16][CH:17]=[CH:18][CH:19]=1)=[CH:11][C:10]([Br:20])=[CH:9][CH:8]=2)(=[O:3])[CH3:2]. The catalyst is ClCCl.C(N(CC)CC)C. The reactants are [C:1]([C:4]1[N:5]([CH2:22][C:23]2[CH:31]=[CH:30][C:26]([C:27]([OH:29])=O)=[CH:25][CH:24]=2)[C:6](=[O:21])[C:7]2[C:12]([C:13]=1[C:14]1[CH:19]=[CH:18][CH:17]=[CH:16][CH:15]=1)=[CH:11][C:10]([Br:20])=[CH:9][CH:8]=2)(=[O:3])[CH3:2].Cl.[CH3:33][O:34][NH:35][CH3:36].ON1C2C=CC=CC=2N=N1.C(N=C=NCCCN(C)C)C. The yield is 0.780. (2) The reactants are [N:1]([CH2:4][CH:5]1[CH2:9][C:8]2[CH:10]=[CH:11][CH:12]=[C:13]([C:14]3[CH:19]=[CH:18][CH:17]=[C:16]([CH3:20])[CH:15]=3)[C:7]=2[O:6]1)=[N+]=[N-]. The catalyst is [Pd]. The product is [CH3:20][C:16]1[CH:15]=[C:14]([C:13]2[C:7]3[O:6][CH:5]([CH2:4][NH2:1])[CH2:9][C:8]=3[CH:10]=[CH:11][CH:12]=2)[CH:19]=[CH:18][CH:17]=1. The yield is 0.710. (3) The reactants are [CH3:1][C:2]1([CH3:13])[CH2:7][C:6]([CH3:9])([CH3:8])[CH2:5][C:4](=[CH:10][CH2:11]O)[CH2:3]1.[Cl:14][C:15]([Cl:19])([Cl:18])[C:16]#[N:17].C([O:22]CC)C. No catalyst specified. The product is [Cl:14][C:15]([Cl:19])([Cl:18])[C:16]([NH:17][C:4]1([CH:10]=[CH2:11])[CH2:3][C:2]([CH3:13])([CH3:1])[CH2:7][C:6]([CH3:9])([CH3:8])[CH2:5]1)=[O:22]. The yield is 0.660. (4) The reactants are [C:1]([O:5][C:6](=[O:16])[NH:7][CH2:8][C:9]1[CH:14]=[CH:13][C:12]([Br:15])=[CH:11][CH:10]=1)([CH3:4])([CH3:3])[CH3:2].[H-].[Na+].Br[CH2:20][CH2:21][CH2:22][F:23]. The catalyst is CN(C=O)C. The product is [C:1]([O:5][C:6](=[O:16])[N:7]([CH2:8][C:9]1[CH:10]=[CH:11][C:12]([Br:15])=[CH:13][CH:14]=1)[CH2:20][CH2:21][CH2:22][F:23])([CH3:4])([CH3:2])[CH3:3]. The yield is 0.460. (5) The reactants are [C:1]([C:5]1[CH:6]=[C:7]([CH:15]=[C:16]([C:18]([CH3:21])([CH3:20])[CH3:19])[CH:17]=1)[CH:8]=[C:9]1[CH2:13][CH2:12][CH2:11][C:10]1=[O:14])([CH3:4])([CH3:3])[CH3:2].[Cl-:22].[CH3:23][N+:24](=[CH2:26])[CH3:25]. The catalyst is C(#N)C. The product is [ClH:22].[C:1]([C:5]1[CH:6]=[C:7]([CH:15]=[C:16]([C:18]([CH3:21])([CH3:20])[CH3:19])[CH:17]=1)[CH:8]=[C:9]1[CH2:13][CH2:12][CH:11]([CH2:23][N:24]([CH3:26])[CH3:25])[C:10]1=[O:14])([CH3:4])([CH3:3])[CH3:2]. The yield is 0.873. (6) The reactants are Cl[C:2]([O:4][CH2:5][C:6]1[CH:11]=[CH:10][CH:9]=[CH:8][CH:7]=1)=[O:3].[CH3:12][O:13][C:14]([C:16]1[CH:20]=[C:19]([N+:21]([O-:23])=[O:22])[NH:18][N:17]=1)=[O:15].C(N(CC)CC)C. The catalyst is ClCCl.CCOCC. The product is [CH3:12][O:13][C:14]([C:16]1[CH:20]=[C:19]([N+:21]([O-:23])=[O:22])[N:18]([C:2]([O:4][CH2:5][C:6]2[CH:11]=[CH:10][CH:9]=[CH:8][CH:7]=2)=[O:3])[N:17]=1)=[O:15]. The yield is 0.340. (7) The reactants are [CH3:1][O:2][C:3]1[C:8]2[O:9][CH2:10][O:11][C:7]=2[CH:6]=[C:5]([CH2:12]O)[CH:4]=1.C([O-])(O)=O.[Na+].O=S(Cl)[Cl:21]. No catalyst specified. The product is [Cl:21][CH2:12][C:5]1[CH:4]=[C:3]([O:2][CH3:1])[C:8]2[O:9][CH2:10][O:11][C:7]=2[CH:6]=1. The yield is 0.940. (8) The reactants are B.[F:2][C:3]1[CH:4]=[C:5]([CH:10]2[CH2:15][C:14](=[CH2:16])[CH2:13][CH2:12][N:11]2[C:17]([O:19][CH2:20][C:21]2[CH:26]=[CH:25][CH:24]=[CH:23][CH:22]=2)=[O:18])[CH:6]=[CH:7][C:8]=1[F:9].[OH-:27].[Na+].OO. The catalyst is O1CCCC1. The product is [F:2][C:3]1[CH:4]=[C:5]([C@H:10]2[CH2:15][C@@H:14]([CH2:16][OH:27])[CH2:13][CH2:12][N:11]2[C:17]([O:19][CH2:20][C:21]2[CH:22]=[CH:23][CH:24]=[CH:25][CH:26]=2)=[O:18])[CH:6]=[CH:7][C:8]=1[F:9]. The yield is 0.690. (9) The reactants are C(OC(=O)[NH:7][CH2:8][C:9]([CH3:31])([C:11]1[CH:16]=[CH:15][C:14]([CH2:17][C:18](=[O:30])[C:19]2[C:28](=[O:29])[C:27]3[C:22](=[CH:23][CH:24]=[CH:25][CH:26]=3)[NH:21][CH:20]=2)=[CH:13][CH:12]=1)[CH3:10])(C)(C)C.C(O)(C(F)(F)F)=O.[OH-].[Na+]. The catalyst is C(Cl)Cl. The product is [NH2:7][CH2:8][C:9]([C:11]1[CH:16]=[CH:15][C:14]([CH2:17][C:18]([C:19]2[C:28](=[O:29])[C:27]3[C:22](=[CH:23][CH:24]=[CH:25][CH:26]=3)[NH:21][CH:20]=2)=[O:30])=[CH:13][CH:12]=1)([CH3:10])[CH3:31]. The yield is 0.910. (10) The reactants are [NH:1]1[C:5]2=[N:6][CH:7]=[CH:8][CH:9]=[C:4]2[CH:3]=[CH:2]1.[OH-].[Na+]. The catalyst is C(O)=O.C(N(CC)CC)C.[C].[Pd]. The product is [NH:1]1[C:5]2=[N:6][CH:7]=[CH:8][CH:9]=[C:4]2[CH2:3][CH2:2]1. The yield is 0.600.